From a dataset of Full USPTO retrosynthesis dataset with 1.9M reactions from patents (1976-2016). Predict the reactants needed to synthesize the given product. (1) Given the product [Cl:1][C:2]1[CH:19]=[C:18]([Cl:20])[CH:17]=[CH:16][C:3]=1[CH2:4][N:5]1[C:9](/[CH:10]=[CH:29]/[C:30]([O:32][CH2:33][CH3:34])=[O:31])=[CH:8][C:7]([O:12][CH2:13][O:14][CH3:15])=[N:6]1, predict the reactants needed to synthesize it. The reactants are: [Cl:1][C:2]1[CH:19]=[C:18]([Cl:20])[CH:17]=[CH:16][C:3]=1[CH2:4][N:5]1[C:9]([CH:10]=O)=[CH:8][C:7]([O:12][CH2:13][O:14][CH3:15])=[N:6]1.C(OP([CH2:29][C:30]([O:32][CH2:33][CH3:34])=[O:31])(OCC)=O)C.[H-].[Na+].O. (2) Given the product [CH:1]([C:4]1[N:5]=[C:6]([CH2:9][CH2:10][C:11]2[CH:16]=[CH:15][N:14]3[C:30](=[O:31])[C:22](/[CH:23]=[CH:24]/[C:25]([O:27][CH2:28][CH3:29])=[O:26])=[CH:21][N:17]=[C:13]3[CH:12]=2)[S:7][CH:8]=1)([CH3:3])[CH3:2], predict the reactants needed to synthesize it. The reactants are: [CH:1]([C:4]1[N:5]=[C:6]([CH2:9][CH2:10][C:11]2[CH:16]=[CH:15][N:14]=[C:13]([NH2:17])[CH:12]=2)[S:7][CH:8]=1)([CH3:3])[CH3:2].CN([CH:21]=[C:22]([C:30](OCC)=[O:31])[CH:23]=[CH:24][C:25]([O:27][CH2:28][CH3:29])=[O:26])C.BrC1C=CC=CC=1. (3) Given the product [CH2:5]([C:4]1[N:8]=[C:9]([C:10]2[CH:11]=[CH:12][C:13]([O:16][CH3:17])=[CH:14][CH:15]=2)[O:18][C:1]=1[CH3:2])[CH:6]=[CH2:7], predict the reactants needed to synthesize it. The reactants are: [C:1]([CH:4]([NH:8][C:9](=[O:18])[C:10]1[CH:15]=[CH:14][C:13]([O:16][CH3:17])=[CH:12][CH:11]=1)[CH2:5][CH:6]=[CH2:7])(=O)[CH3:2].FC(F)(F)C(O)=O.FC(F)(F)C(OC(=O)C(F)(F)F)=O. (4) Given the product [N:114]1([CH2:113][CH2:112][CH2:111][NH:110][C:2]([C@:4]23[CH2:39][CH2:38][C@@H:37]([C:40]([CH2:42][O:43][CH2:44][CH2:45][N:46]4[CH2:51][CH2:50][O:49][CH2:48][CH2:47]4)=[CH2:41])[C@@H:5]2[C@@H:6]2[C@@:19]([CH3:22])([CH2:20][CH2:21]3)[C@@:18]3([CH3:23])[C@@H:9]([C@:10]4([CH3:36])[C@@H:15]([CH2:16][CH2:17]3)[C:14]([CH3:25])([CH3:24])[C:13]([C:26]3[CH:35]=[CH:34][C:29]([C:30]([O:32][CH3:33])=[O:31])=[CH:28][CH:27]=3)=[CH:12][CH2:11]4)[CH2:8][CH2:7]2)=[O:3])[CH:118]=[CH:117][N:116]=[CH:115]1, predict the reactants needed to synthesize it. The reactants are: Cl[C:2]([C@:4]12[CH2:39][CH2:38][C@@H:37]([C:40]([CH2:42][O:43][CH2:44][CH2:45][N:46]3[CH2:51][CH2:50][O:49][CH2:48][CH2:47]3)=[CH2:41])[C@@H:5]1[C@@H:6]1[C@@:19]([CH3:22])([CH2:20][CH2:21]2)[C@@:18]2([CH3:23])[C@@H:9]([C@:10]3([CH3:36])[C@@H:15]([CH2:16][CH2:17]2)[C:14]([CH3:25])([CH3:24])[C:13]([C:26]2[CH:35]=[CH:34][C:29]([C:30]([O:32][CH3:33])=[O:31])=[CH:28][CH:27]=2)=[CH:12][CH2:11]3)[CH2:8][CH2:7]1)=[O:3].C(OC(=O)CCNC([C@]12CC[C@@H](C(COCCN3CCOCC3)=C)[C@@H]1[C@@H]1[C@@](C)(CC2)[C@@]2(C)[C@@H]([C@]3(C)[C@@H](CC2)C(C)(C)C(C2C=CC(C(OC)=O)=CC=2)=CC3)CC1)=O)C.[NH2:110][CH2:111][CH2:112][CH2:113][N:114]1[CH:118]=[CH:117][N:116]=[CH:115]1.C(N(C(C)C)CC)(C)C. (5) Given the product [CH3:3][O:4][C:5]1[CH:10]=[C:9]([CH3:11])[C:8]([S:12]([N:15]2[CH2:20][CH2:19][CH2:18][CH2:17][CH:16]2[CH2:21][O:22][CH2:23][C:24]([OH:26])=[O:25])(=[O:14])=[O:13])=[C:7]([CH3:31])[CH:6]=1, predict the reactants needed to synthesize it. The reactants are: [OH-].[Na+].[CH3:3][O:4][C:5]1[CH:10]=[C:9]([CH3:11])[C:8]([S:12]([N:15]2[CH2:20][CH2:19][CH2:18][CH2:17][CH:16]2[CH2:21][O:22][CH2:23][C:24]([O:26]C(C)(C)C)=[O:25])(=[O:14])=[O:13])=[C:7]([CH3:31])[CH:6]=1.C(OC(C)C)(C)C. (6) Given the product [CH3:16][O:15][C:13]1[N:14]=[C:9](/[CH:25]=[CH:24]/[C:23]([NH2:27])=[O:26])[CH:10]=[CH:11][C:12]=1[N:17]1[CH:21]=[C:20]([CH3:22])[N:19]=[CH:18]1, predict the reactants needed to synthesize it. The reactants are: C(N(CC)CC)C.Br[C:9]1[N:14]=[C:13]([O:15][CH3:16])[C:12]([N:17]2[CH:21]=[C:20]([CH3:22])[N:19]=[CH:18]2)=[CH:11][CH:10]=1.[C:23]([NH2:27])(=[O:26])[CH:24]=[CH2:25]. (7) The reactants are: [CH3:1][O:2][C:3]([C:5]1[N:6]=[CH:7][C:8]2[C:13]([C:14]=1[OH:15])=[CH:12][CH:11]=[C:10]([CH2:16][C:17]1[CH:22]=[CH:21][CH:20]=[CH:19][CH:18]=1)[CH:9]=2)=[O:4].[Br:23]N1C(=O)CCC1=O. Given the product [CH3:1][O:2][C:3]([C:5]1[N:6]=[C:7]([Br:23])[C:8]2[C:13]([C:14]=1[OH:15])=[CH:12][CH:11]=[C:10]([CH2:16][C:17]1[CH:22]=[CH:21][CH:20]=[CH:19][CH:18]=1)[CH:9]=2)=[O:4], predict the reactants needed to synthesize it. (8) Given the product [F:1][C:2]1[CH:29]=[C:28]([CH:27]=[CH:26][C:3]=1[O:4][C:5]1[CH:10]=[CH:9][N:8]=[C:7]2[CH:11]=[C:12]([C:14]3[N:15]=[CH:16][N:17]([CH2:19][CH2:20][N:21]4[CH2:22][CH2:23][CH2:24][CH2:25]4)[CH:18]=3)[S:13][C:6]=12)[NH2:30], predict the reactants needed to synthesize it. The reactants are: [F:1][C:2]1[CH:29]=[C:28]([N+:30]([O-])=O)[CH:27]=[CH:26][C:3]=1[O:4][C:5]1[CH:10]=[CH:9][N:8]=[C:7]2[CH:11]=[C:12]([C:14]3[N:15]=[CH:16][N:17]([CH2:19][CH2:20][N:21]4[CH2:25][CH2:24][CH2:23][CH2:22]4)[CH:18]=3)[S:13][C:6]=12.[NH4+].[Cl-].